Dataset: Forward reaction prediction with 1.9M reactions from USPTO patents (1976-2016). Task: Predict the product of the given reaction. (1) Given the reactants [C:1]([C:4]1[CH:5]=[C:6]2[C:10](=[CH:11][CH:12]=1)[NH:9][C:8]([C:13]([O:15]CC)=[O:14])=[CH:7]2)([CH3:3])=[CH2:2].[Li+].[OH-], predict the reaction product. The product is: [C:1]([C:4]1[CH:5]=[C:6]2[C:10](=[CH:11][CH:12]=1)[NH:9][C:8]([C:13]([OH:15])=[O:14])=[CH:7]2)([CH3:3])=[CH2:2]. (2) Given the reactants [C:1](#[N:3])C.[Cl:4][C:5]1[CH:6]=[CH:7][C:8]2[N:14]3[CH:15]=[CH:16][CH:17]=[C:13]3[C@@H:12]([CH2:18][CH2:19][N:20]3[CH:24]=[C:23]([C:25]([O:27][CH2:28][CH3:29])=[O:26])[CH:22]=[N:21]3)[O:11][C@H:10]([C:30]3[CH:35]=[CH:34][CH:33]=[C:32]([O:36][CH3:37])[C:31]=3[O:38][CH3:39])[C:9]=2[CH:40]=1.CN(C)C=O.ClS(N=C=O)(=O)=O, predict the reaction product. The product is: [Cl:4][C:5]1[CH:6]=[CH:7][C:8]2[N:14]3[C:15]([C:1]#[N:3])=[CH:16][CH:17]=[C:13]3[C@@H:12]([CH2:18][CH2:19][N:20]3[CH:24]=[C:23]([C:25]([O:27][CH2:28][CH3:29])=[O:26])[CH:22]=[N:21]3)[O:11][C@H:10]([C:30]3[CH:35]=[CH:34][CH:33]=[C:32]([O:36][CH3:37])[C:31]=3[O:38][CH3:39])[C:9]=2[CH:40]=1. (3) Given the reactants [CH2:1]([NH:8][CH:9]([C:19]1[C:27]2[C:22](=[CH:23][C:24]([Cl:28])=[CH:25][CH:26]=2)[NH:21][C:20]=1[C:29]([O:31]CC)=[O:30])[C:10]([NH:12][CH:13]1[CH2:18][CH2:17][CH2:16][CH2:15][CH2:14]1)=[O:11])[C:2]1[CH:7]=[CH:6][CH:5]=[CH:4][CH:3]=1.CCO.[OH-].[K+].Cl, predict the reaction product. The product is: [CH2:1]([NH:8][CH:9]([C:19]1[C:27]2[C:22](=[CH:23][C:24]([Cl:28])=[CH:25][CH:26]=2)[NH:21][C:20]=1[C:29]([OH:31])=[O:30])[C:10]([NH:12][CH:13]1[CH2:18][CH2:17][CH2:16][CH2:15][CH2:14]1)=[O:11])[C:2]1[CH:3]=[CH:4][CH:5]=[CH:6][CH:7]=1. (4) The product is: [CH3:12][O:13][C:14]([C:15]1[S:16][C:8]2[CH:9]=[C:2]([Br:1])[CH:3]=[C:4]([F:11])[C:5]=2[CH:6]=1)=[O:17]. Given the reactants [Br:1][C:2]1[CH:9]=[C:8](F)[C:5]([CH:6]=O)=[C:4]([F:11])[CH:3]=1.[CH3:12][O:13][C:14](=[O:17])[CH2:15][SH:16], predict the reaction product. (5) The product is: [CH:37]12[N:43]([CH2:44][CH2:45][O:1][C:2]3[CH:36]=[CH:35][C:5]([CH2:6][CH2:8][NH:9][C:10]4[CH:15]=[C:14]([O:16][CH3:17])[CH:13]=[CH:12][C:11]=4[CH:18]4[CH2:27][CH2:26][C:25]5[CH:24]=[C:23]([OH:28])[CH:22]=[CH:21][C:20]=5[CH2:19]4)=[CH:4][CH:3]=3)[CH:40]([CH2:41][CH2:42]1)[CH2:39][CH2:38]2. Given the reactants [OH:1][C:2]1[CH:36]=[CH:35][C:5]([C:6]([CH2:8][NH:9][C:10]2[CH:15]=[C:14]([O:16][CH3:17])[CH:13]=[CH:12][C:11]=2[CH:18]2[CH2:27][CH2:26][C:25]3[CH:24]=[C:23]([O:28]C(=O)C(C)(C)C)[CH:22]=[CH:21][C:20]=3[CH2:19]2)=O)=[CH:4][CH:3]=1.[CH:37]12[N:43]([C:44](=O)[CH2:45]Br)[CH:40]([CH2:41][CH2:42]1)[CH2:39][CH2:38]2, predict the reaction product. (6) Given the reactants CON(C)[C:4](=[O:15])[CH:5]([NH:7][C:8](=[O:14])[O:9][C:10]([CH3:13])([CH3:12])[CH3:11])[CH3:6].C(=O)=O.C(#N)C.C([Mg]Cl)(C)C.Br[Mg][CH2:30][C:31]1[CH:36]=[CH:35][CH:34]=[CH:33][N:32]=1, predict the reaction product. The product is: [O:15]=[C:4]([CH2:30][C:31]1[CH:36]=[CH:35][CH:34]=[CH:33][N:32]=1)[C@@H:5]([NH:7][C:8](=[O:14])[O:9][C:10]([CH3:11])([CH3:12])[CH3:13])[CH3:6].